Dataset: Forward reaction prediction with 1.9M reactions from USPTO patents (1976-2016). Task: Predict the product of the given reaction. (1) The product is: [C:1]([C:3]1[N:7]([C:8]2[CH:13]=[C:12]([S:14]([CH2:15][C:16]([F:19])([F:18])[F:17])=[O:41])[C:11]([CH3:20])=[CH:10][C:9]=2[F:21])[N:6]=[C:5]([O:22][C:23]([F:32])([F:31])[CH:24]([F:30])[O:25][C:26]([F:27])([F:28])[F:29])[CH:4]=1)#[N:2]. Given the reactants [C:1]([C:3]1[N:7]([C:8]2[CH:13]=[C:12]([S:14][CH2:15][C:16]([F:19])([F:18])[F:17])[C:11]([CH3:20])=[CH:10][C:9]=2[F:21])[N:6]=[C:5]([O:22][C:23]([F:32])([F:31])[CH:24]([F:30])[O:25][C:26]([F:29])([F:28])[F:27])[CH:4]=1)#[N:2].ClC1C=CC=C(C(OO)=[O:41])C=1, predict the reaction product. (2) The product is: [O:16]=[C:14]([CH3:15])[CH2:13][S:1][C:2]1[CH:7]=[CH:6][CH:5]=[CH:4][C:3]=1[CH2:8][C:9]([OH:11])=[O:10]. Given the reactants [SH:1][C:2]1[CH:7]=[CH:6][CH:5]=[CH:4][C:3]=1[CH2:8][C:9]([OH:11])=[O:10].Cl[CH2:13][C:14](=[O:16])[CH3:15], predict the reaction product.